From a dataset of Catalyst prediction with 721,799 reactions and 888 catalyst types from USPTO. Predict which catalyst facilitates the given reaction. (1) Reactant: [Cl-].O[NH3+:3].[C:4](=[O:7])([O-])[OH:5].[Na+].CS(C)=O.[CH2:13]([C:17]1[N:18]=[C:19]([CH3:47])[N:20]([C:39]2[CH:44]=[C:43]([Cl:45])[CH:42]=[C:41]([Cl:46])[CH:40]=2)[C:21](=[O:38])[C:22]=1[CH2:23][C:24]1[CH:29]=[CH:28][C:27]([C:30]2[C:31]([C:36]#[N:37])=[CH:32][CH:33]=[CH:34][CH:35]=2)=[CH:26][CH:25]=1)[CH2:14][CH2:15][CH3:16]. The catalyst class is: 69. Product: [CH2:13]([C:17]1[N:18]=[C:19]([CH3:47])[N:20]([C:39]2[CH:40]=[C:41]([Cl:46])[CH:42]=[C:43]([Cl:45])[CH:44]=2)[C:21](=[O:38])[C:22]=1[CH2:23][C:24]1[CH:25]=[CH:26][C:27]([C:30]2[CH:35]=[CH:34][CH:33]=[CH:32][C:31]=2[C:36]2[NH:3][C:4](=[O:7])[O:5][N:37]=2)=[CH:28][CH:29]=1)[CH2:14][CH2:15][CH3:16]. (2) Reactant: N=C=N.ON1C2C=CC=CC=2N=N1.[Cl:14][C:15]1[CH:16]=[C:17]([NH:21][C:22]2[CH:30]=[C:29]([C:31]([F:34])([F:33])[F:32])[C:25]([C:26]([OH:28])=O)=[CH:24][N:23]=2)[CH:18]=[CH:19][CH:20]=1.C(N(C(C)C)CC)(C)C.[O:44]=[S:45]1(=[O:52])[CH2:49][CH2:48][CH:47]([CH2:50][NH2:51])[CH2:46]1.F[P-](F)(F)(F)(F)F.C([N+]1C=CN(C)C=1)CCC. Product: [Cl:14][C:15]1[CH:16]=[C:17]([NH:21][C:22]2[CH:30]=[C:29]([C:31]([F:34])([F:33])[F:32])[C:25]([C:26]([NH:51][CH2:50][CH:47]3[CH2:48][CH2:49][S:45](=[O:52])(=[O:44])[CH2:46]3)=[O:28])=[CH:24][N:23]=2)[CH:18]=[CH:19][CH:20]=1. The catalyst class is: 4.